This data is from Forward reaction prediction with 1.9M reactions from USPTO patents (1976-2016). The task is: Predict the product of the given reaction. (1) Given the reactants C[O:2][C:3]1[CH:20]=[CH:19][C:6]([CH2:7][N:8]2[CH:12]=[CH:11][C:10]([C:13]3[CH:18]=[CH:17][CH:16]=[CH:15][CH:14]=3)=[N:9]2)=[CH:5][CH:4]=1.B(Br)(Br)Br, predict the reaction product. The product is: [C:13]1([C:10]2[CH:11]=[CH:12][N:8]([CH2:7][C:6]3[CH:5]=[CH:4][C:3]([OH:2])=[CH:20][CH:19]=3)[N:9]=2)[CH:14]=[CH:15][CH:16]=[CH:17][CH:18]=1. (2) Given the reactants [Cl:1][C:2]1[C:7]([Cl:8])=[CH:6][CH:5]=[CH:4][C:3]=1[CH2:9][S:10]([C:13]1[CH:14]=[C:15]2[C:19](=[CH:20][CH:21]=1)[NH:18][C:17](=[O:22])/[C:16]/2=[CH:23]\[C:24]1[NH:28][C:27]([CH3:29])=[C:26]([C:30](O)=[O:31])[C:25]=1[CH3:33])(=[O:12])=[O:11].[CH3:34][N:35]1[CH2:40][CH2:39][NH:38][CH2:37][CH2:36]1.C1C=CC2N(O)N=NC=2C=1.CCN=C=NCCCN(C)C.Cl, predict the reaction product. The product is: [Cl:1][C:2]1[C:7]([Cl:8])=[CH:6][CH:5]=[CH:4][C:3]=1[CH2:9][S:10]([C:13]1[CH:14]=[C:15]2[C:19](=[CH:20][CH:21]=1)[NH:18][C:17](=[O:22])/[C:16]/2=[CH:23]\[C:24]1[NH:28][C:27]([CH3:29])=[C:26]([C:30]([N:38]2[CH2:39][CH2:40][N:35]([CH3:34])[CH2:36][CH2:37]2)=[O:31])[C:25]=1[CH3:33])(=[O:12])=[O:11]. (3) The product is: [Cl:2][C:3]1[C:4]([CH2:9][NH:10][C:60]([C@H:57]2[CH2:56][CH2:55][C@H:54]([CH2:53][NH:52][C:50](=[O:51])[O:49][CH2:42][C:43]3[CH:48]=[CH:47][CH:46]=[CH:45][CH:44]=3)[CH2:59][CH2:58]2)=[O:61])=[N:5][CH:6]=[CH:7][N:8]=1. Given the reactants Cl.[Cl:2][C:3]1[C:4]([CH2:9][NH2:10])=[N:5][CH:6]=[CH:7][N:8]=1.CCN=C=NCCCN(C)C.Cl.C(N(CC)C(C)C)(C)C.ON1C2C=CC=CC=2N=N1.[CH2:42]([O:49][C:50]([NH:52][CH2:53][C@H:54]1[CH2:59][CH2:58][C@H:57]([C:60](O)=[O:61])[CH2:56][CH2:55]1)=[O:51])[C:43]1[CH:48]=[CH:47][CH:46]=[CH:45][CH:44]=1, predict the reaction product. (4) Given the reactants [CH3:1][CH:2]1[CH2:7][CH2:6][CH2:5][CH2:4][N:3]1[C:8]1[CH:15]=[CH:14][C:11]([C:12]#N)=[CH:10][C:9]=1[C:16]([F:19])([F:18])[F:17].[OH-:20].[Na+].Cl.C[OH:24], predict the reaction product. The product is: [CH3:1][CH:2]1[CH2:7][CH2:6][CH2:5][CH2:4][N:3]1[C:8]1[CH:15]=[CH:14][C:11]([C:12]([OH:24])=[O:20])=[CH:10][C:9]=1[C:16]([F:19])([F:18])[F:17]. (5) Given the reactants [OH:1][C:2]1[CH:3]=[C:4]([C:10](=[O:12])[CH3:11])[CH:5]=[CH:6][C:7]=1[O:8][CH3:9].C([O-])([O-])=O.[K+].[K+].Br[CH2:20][CH2:21][CH2:22][O:23][CH3:24], predict the reaction product. The product is: [CH3:9][O:8][C:7]1[CH:6]=[CH:5][C:4]([C:10](=[O:12])[CH3:11])=[CH:3][C:2]=1[O:1][CH2:20][CH2:21][CH2:22][O:23][CH3:24]. (6) Given the reactants [F:1][C:2]1[CH:3]=[C:4]([OH:10])[CH:5]=[C:6]([F:9])[C:7]=1[F:8].C(=O)([O-])[O-].[K+].[K+].Cl[C:18]1([C:41]([O:43][CH2:44][CH3:45])=[O:42])[CH2:23][CH2:22][CH2:21][N:20]2[C:24]([C:27]3[CH:32]=[CH:31][C:30]([C:33]4[O:37][C:36]([CH3:38])=[N:35][CH:34]=4)=[C:29]([O:39][CH3:40])[CH:28]=3)=[N:25][N:26]=[C:19]12, predict the reaction product. The product is: [CH3:40][O:39][C:29]1[CH:28]=[C:27]([C:24]2[N:20]3[CH2:21][CH2:22][CH2:23][C:18]([O:10][C:4]4[CH:3]=[C:2]([F:1])[C:7]([F:8])=[C:6]([F:9])[CH:5]=4)([C:41]([O:43][CH2:44][CH3:45])=[O:42])[C:19]3=[N:26][N:25]=2)[CH:32]=[CH:31][C:30]=1[C:33]1[O:37][C:36]([CH3:38])=[N:35][CH:34]=1.